Dataset: Full USPTO retrosynthesis dataset with 1.9M reactions from patents (1976-2016). Task: Predict the reactants needed to synthesize the given product. Given the product [CH3:34][C:35]1[N:36]=[CH:37][C:38]([C:41]([NH:43][C@@H:44]([CH2:48][CH2:49][CH2:50][CH2:51][CH2:52][CH:53]=[CH2:54])[C:45]([N:19]2[CH2:20][C@H:16]([O:15][C:7]3[N:6]=[C:5]4[C:14](=[C:13]5[C:8]=3[CH:9]=[CH:10][CH:11]=[CH:12]5)[CH:1]=[CH:2][CH:3]=[CH:4]4)[CH2:17][C@H:18]2[C:21]([NH:23][C@:24]2([C:29]([O:31][CH2:32][CH3:33])=[O:30])[CH2:26][C@H:25]2[CH:27]=[CH2:28])=[O:22])=[O:46])=[O:42])=[N:39][CH:40]=1, predict the reactants needed to synthesize it. The reactants are: [CH:1]1[C:14]2[C:5](=[N:6][C:7]([O:15][C@H:16]3[CH2:20][NH:19][C@H:18]([C:21]([NH:23][C@:24]4([C:29]([O:31][CH2:32][CH3:33])=[O:30])[CH2:26][C@H:25]4[CH:27]=[CH2:28])=[O:22])[CH2:17]3)=[C:8]3[C:13]=2[CH:12]=[CH:11][CH:10]=[CH:9]3)[CH:4]=[CH:3][CH:2]=1.[CH3:34][C:35]1[N:36]=[CH:37][C:38]([C:41]([NH:43][C@@H:44]([CH2:48][CH2:49][CH2:50][CH2:51][CH2:52][CH:53]=[CH2:54])[C:45](O)=[O:46])=[O:42])=[N:39][CH:40]=1.ON1C(=O)C2C(C3CC2C=C3)C1=O.Cl.CN(C)CCCN=C=NCC.CN(C)CCN.